The task is: Predict which catalyst facilitates the given reaction.. This data is from Catalyst prediction with 721,799 reactions and 888 catalyst types from USPTO. (1) Reactant: Br[CH2:2][C:3]1[CH:12]=[CH:11][C:6]([C:7]([O:9][CH3:10])=[O:8])=[CH:5][CH:4]=1.[P:13]([O-:25])([O:20][C:21]([CH3:24])([CH3:23])[CH3:22])([O:15][C:16]([CH3:19])([CH3:18])[CH3:17])=[O:14].[K+].[I-].[Na+]. Product: [C:21]([O:20][P:13]([O:25][CH2:2][C:3]1[CH:12]=[CH:11][C:6]([C:7]([O:9][CH3:10])=[O:8])=[CH:5][CH:4]=1)([O:15][C:16]([CH3:19])([CH3:18])[CH3:17])=[O:14])([CH3:24])([CH3:23])[CH3:22]. The catalyst class is: 215. (2) Reactant: [Br:1][C:2]1[CH:3]=[C:4]([C:8]([C:11]2[CH:12]=[C:13]([CH:16]=[O:17])[S:14][CH:15]=2)([OH:10])[CH3:9])[CH:5]=[CH:6][CH:7]=1.N1C=CN=C1.[CH3:23][Si:24](Cl)([CH3:26])[CH3:25].C([O-])(O)=O.[Na+]. Product: [Br:1][C:2]1[CH:3]=[C:4]([C:8]([C:11]2[CH:12]=[C:13]([CH:16]=[O:17])[S:14][CH:15]=2)([O:10][Si:24]([CH3:26])([CH3:25])[CH3:23])[CH3:9])[CH:5]=[CH:6][CH:7]=1. The catalyst class is: 3. (3) Reactant: [CH3:1][S:2]([OH:5])(=[O:4])=[O:3].[CH:6]1([N:9]2[CH2:14][CH2:13][N:12]([C:15]3[CH:20]=[C:19]([CH2:21][N:22]4[C:26]([CH3:27])=[CH:25][C:24]([C:28]5[O:32][N:31]=[C:30]([C:33]6[CH:38]=[CH:37][C:36]([O:39][C:40]([F:43])([F:42])[F:41])=[CH:35][CH:34]=6)[N:29]=5)=[N:23]4)[CH:18]=[CH:17][N:16]=3)[CH2:11][CH2:10]2)[CH2:8][CH2:7]1. Product: [CH3:1][S:2]([OH:5])(=[O:4])=[O:3].[CH:6]1([N:9]2[CH2:14][CH2:13][N:12]([C:15]3[CH:20]=[C:19]([CH2:21][N:22]4[C:26]([CH3:27])=[CH:25][C:24]([C:28]5[O:32][N:31]=[C:30]([C:33]6[CH:38]=[CH:37][C:36]([O:39][C:40]([F:43])([F:41])[F:42])=[CH:35][CH:34]=6)[N:29]=5)=[N:23]4)[CH:18]=[CH:17][N:16]=3)[CH2:11][CH2:10]2)[CH2:8][CH2:7]1. The catalyst class is: 1. (4) Reactant: [Br:1][C:2]1[S:3][C:4]([C:12]([C:14]2[CH:22]=[C:21]3[C:17]([CH:18]=[C:19]([C:38]4[CH:43]=[CH:42][CH:41]=[CH:40][CH:39]=4)[N:20]3[CH2:23][CH2:24][CH2:25][CH2:26][N:27]3[C:35](=[O:36])[C:34]4[C:29](=[CH:30][CH:31]=[CH:32][CH:33]=4)[C:28]3=[O:37])=[CH:16][CH:15]=2)=[O:13])=[CH:5][C:6]=1[CH2:7][C:8]([O:10][CH3:11])=[O:9].[O-]S(C(F)(F)[F:49])(=O)=O.F[N+]1C=CC=CC=1. Product: [Br:1][C:2]1[S:3][C:4]([C:12]([C:14]2[CH:22]=[C:21]3[C:17]([C:18]([F:49])=[C:19]([C:38]4[CH:39]=[CH:40][CH:41]=[CH:42][CH:43]=4)[N:20]3[CH2:23][CH2:24][CH2:25][CH2:26][N:27]3[C:35](=[O:36])[C:34]4[C:29](=[CH:30][CH:31]=[CH:32][CH:33]=4)[C:28]3=[O:37])=[CH:16][CH:15]=2)=[O:13])=[CH:5][C:6]=1[CH2:7][C:8]([O:10][CH3:11])=[O:9]. The catalyst class is: 158. (5) Reactant: [CH2:1]([CH:3]([CH2:17][CH3:18])[CH:4]([C:10]1[CH:16]=[CH:15][C:13]([NH2:14])=[CH:12][CH:11]=1)[N:5]1[CH:9]=[CH:8][N:7]=[CH:6]1)[CH3:2].[C:19]([S-:21])#[N:20].[K+].BrBr.[NH4+].[OH-]. Product: [CH2:17]([CH:3]([CH2:1][CH3:2])[CH:4]([C:10]1[CH:11]=[CH:12][C:13]2[N:14]=[C:19]([NH2:20])[S:21][C:15]=2[CH:16]=1)[N:5]1[CH:9]=[CH:8][N:7]=[CH:6]1)[CH3:18]. The catalyst class is: 52. (6) Reactant: [C:1]([C:3]1[CH:8]=[CH:7][C:6]([CH2:9][C:10]([NH:12][CH:13]2[CH2:18][CH2:17][NH:16][CH2:15][CH2:14]2)=[O:11])=[CH:5][CH:4]=1)#[N:2].[C:19]1([CH:25]([C:29]2[CH:34]=[CH:33][CH:32]=[CH:31][CH:30]=2)[CH2:26][CH2:27]Br)[CH:24]=[CH:23][CH:22]=[CH:21][CH:20]=1.C(=O)([O-])[O-].[K+].[K+].[C:41](#[N:43])C. Product: [C:41]([C:25]([C:29]1[CH:34]=[CH:33][CH:32]=[CH:31][CH:30]=1)([C:19]1[CH:24]=[CH:23][CH:22]=[CH:21][CH:20]=1)[CH2:26][CH2:27][N:16]1[CH2:17][CH2:18][CH:13]([NH:12][C:10](=[O:11])[CH2:9][C:6]2[CH:5]=[CH:4][C:3]([C:1]#[N:2])=[CH:8][CH:7]=2)[CH2:14][CH2:15]1)#[N:43]. The catalyst class is: 682. (7) Reactant: Cl.[C:2]([NH2:5])(=[NH:4])[CH3:3].[CH2:6]([O:13][C:14](=[O:29])[NH:15][CH2:16][CH2:17][O:18][C:19]1[CH:24]=[CH:23][C:22]([C:25](=O)[CH2:26]Br)=[CH:21][CH:20]=1)[C:7]1[CH:12]=[CH:11][CH:10]=[CH:9][CH:8]=1.[O-]CC.[Na+]. Product: [CH2:6]([O:13][C:14](=[O:29])[NH:15][CH2:16][CH2:17][O:18][C:19]1[CH:20]=[CH:21][C:22]([C:25]2[N:4]=[C:2]([CH3:3])[NH:5][CH:26]=2)=[CH:23][CH:24]=1)[C:7]1[CH:12]=[CH:11][CH:10]=[CH:9][CH:8]=1. The catalyst class is: 8.